Dataset: Forward reaction prediction with 1.9M reactions from USPTO patents (1976-2016). Task: Predict the product of the given reaction. (1) Given the reactants C([Li])CCC.C(NC(C)C)(C)C.[O:13]1[CH:17]=[CH:16][CH:15]=[CH:14]1.Br[C:19]1[CH:24]=[CH:23][C:22]([C:25]([F:28])([F:27])[F:26])=[CH:21][CH:20]=1, predict the reaction product. The product is: [F:26][C:25]([F:28])([F:27])[C:22]1[CH:21]=[C:20]2[C:19](=[CH:24][CH:23]=1)[CH:14]1[O:13][CH:17]2[CH:16]=[CH:15]1. (2) Given the reactants [C:1](=[NH:25])([O:3][CH2:4][CH2:5][C:6]1[CH:11]=[C:10]([F:12])[C:9]([O:13][C:14]2[CH:15]=[N:16][C:17]([C:20]([F:23])([F:22])[F:21])=[N:18][CH:19]=2)=[C:8]([F:24])[CH:7]=1)[NH2:2].FC(F)(F)C([O-])=O.[CH:33]([CH:35]([CH2:40][C:41]1[CH:42]=[N:43][C:44]([O:47][CH3:48])=[N:45][CH:46]=1)[C:36](OC)=O)=[O:34].C([O-])([O-])=O.[K+].[K+], predict the reaction product. The product is: [F:12][C:10]1[CH:11]=[C:6]([CH:7]=[C:8]([F:24])[C:9]=1[O:13][C:14]1[CH:19]=[N:18][C:17]([C:20]([F:21])([F:22])[F:23])=[N:16][CH:15]=1)[CH2:5][CH2:4][O:3][C:1]1[NH:2][CH:36]=[C:35]([CH2:40][C:41]2[CH:42]=[N:43][C:44]([O:47][CH3:48])=[N:45][CH:46]=2)[C:33](=[O:34])[N:25]=1. (3) Given the reactants [N:1]1([CH2:6][CH:7]2[CH2:16][CH2:15][C:14]3[CH:13]=[C:12]([NH2:17])[CH:11]=[CH:10][C:9]=3[CH2:8]2)[CH2:5][CH2:4][CH2:3][CH2:2]1.[O:18]([C:25]1[CH:35]=[CH:34][CH:33]=[C:27]2[C:28]([O:30]C(=O)[C:26]=12)=O)[C:19]1[CH:24]=[CH:23][CH:22]=[CH:21][CH:20]=1.C(N(C(C)C)C[CH2:41][O:42]C1C=CC(N)=CC=1OC)(C)C, predict the reaction product. The product is: [O:18]([C:25]1[CH:26]=[C:27]2[C:33](=[CH:34][CH:35]=1)[C:41](=[O:42])[N:17]([C:12]1[CH:11]=[CH:10][C:9]3[CH2:8][CH:7]([CH2:6][N:1]4[CH2:5][CH2:4][CH2:3][CH2:2]4)[CH2:16][CH2:15][C:14]=3[CH:13]=1)[C:28]2=[O:30])[C:19]1[CH:20]=[CH:21][CH:22]=[CH:23][CH:24]=1. (4) Given the reactants [C:1]1([C:7]2[CH:17]=[N:16][C:10]3[O:11][CH2:12][C:13](=[O:15])[NH:14][C:9]=3[CH:8]=2)[CH:6]=[CH:5][CH:4]=[CH:3][CH:2]=1.[Br:18]N1C(=O)CCC1=O, predict the reaction product. The product is: [Br:18][C:17]1[C:7]([C:1]2[CH:2]=[CH:3][CH:4]=[CH:5][CH:6]=2)=[CH:8][C:9]2[NH:14][C:13](=[O:15])[CH2:12][O:11][C:10]=2[N:16]=1. (5) Given the reactants [C:1]([C:5]1[CH:10]=[CH:9][CH:8]=[CH:7][C:6]=1[OH:11])([CH3:4])([CH3:3])[CH3:2].[OH-].[Na+].[OH-].[I-:15].[Na+].Cl[O-].[Na+].S([O-])([O-])(=O)=S.[Na+].[Na+], predict the reaction product. The product is: [C:1]([C:5]1[CH:10]=[C:9]([I:15])[CH:8]=[CH:7][C:6]=1[OH:11])([CH3:4])([CH3:2])[CH3:3]. (6) Given the reactants N1C=CC=CC=1C(O)=O.[NH2:10][C:11]1[C:16]([C:17]2[CH:22]=[CH:21][C:20]([OH:23])=[CH:19][CH:18]=2)=[CH:15][CH:14]=[CH:13][N:12]=1.P([O-])([O-])([O-])=O.[K+].[K+].[K+].Br[C:33]1[CH2:38][CH2:37][C:36]([CH3:40])([CH3:39])[CH2:35][CH:34]=1, predict the reaction product. The product is: [CH3:39][C:36]1([CH3:40])[CH2:37][CH2:38][C:33]([O:23][C:20]2[CH:21]=[CH:22][C:17]([C:16]3[C:11]([NH2:10])=[N:12][CH:13]=[CH:14][CH:15]=3)=[CH:18][CH:19]=2)=[CH:34][CH2:35]1. (7) Given the reactants [F:1][C:2]([F:25])([C:21]([F:24])([F:23])[F:22])[CH2:3][CH2:4][CH2:5][CH2:6][CH2:7][CH2:8][CH2:9]OS(C1C=CC(C)=CC=1)(=O)=O.[CH3:26][NH:27][CH2:28][CH2:29][CH2:30][CH2:31][CH2:32][C@H:33]1[CH2:50][C@@:48]2([CH3:49])[C@@H:44]([CH2:45][CH2:46][C@@H:47]2[OH:51])[C@@:43]2([CH:52]=[CH2:53])[C@H:34]1[C:35]1[CH:36]=[CH:37][C:38]([OH:54])=[CH:39][C:40]=1[CH2:41][CH2:42]2, predict the reaction product. The product is: [CH3:26][N:27]([CH2:9][CH2:8][CH2:7][CH2:6][CH2:5][CH2:4][CH2:3][C:2]([F:1])([F:25])[C:21]([F:22])([F:23])[F:24])[CH2:28][CH2:29][CH2:30][CH2:31][CH2:32][C@H:33]1[CH2:50][C@@:48]2([CH3:49])[C@@H:44]([CH2:45][CH2:46][C@@H:47]2[OH:51])[C@@:43]2([CH:52]=[CH2:53])[C@H:34]1[C:35]1[CH:36]=[CH:37][C:38]([OH:54])=[CH:39][C:40]=1[CH2:41][CH2:42]2.